This data is from Reaction yield outcomes from USPTO patents with 853,638 reactions. The task is: Predict the reaction yield, written as a fraction of the theoretical maximum amount of product (1.0 means a 100% yield; for example, 0.34 means a 34% yield). (1) The reactants are [CH3:1][S:2]([N:5]1[CH2:10][CH2:9][C:8]2[N:11]([CH2:24][CH2:25][CH:26]=O)[N:12]=[C:13]([C:14]3[CH:19]=[CH:18][C:17]([C:20]([F:23])([F:22])[F:21])=[CH:16][CH:15]=3)[C:7]=2[CH2:6]1)(=[O:4])=[O:3].[N+:28]([C:31]1[CH:36]=[CH:35][CH:34]=[CH:33][C:32]=1[N:37]1[CH2:42][CH2:41][NH:40][CH2:39][CH2:38]1)([O-:30])=[O:29].CC(O)=O.[BH-](OC(C)=O)(OC(C)=O)OC(C)=O.[Na+].C([O-])(O)=O.[Na+]. The catalyst is C(Cl)Cl. The product is [CH3:1][S:2]([N:5]1[CH2:10][CH2:9][C:8]2[N:11]([CH2:24][CH2:25][CH2:26][N:40]3[CH2:41][CH2:42][N:37]([C:32]4[CH:33]=[CH:34][CH:35]=[CH:36][C:31]=4[N+:28]([O-:30])=[O:29])[CH2:38][CH2:39]3)[N:12]=[C:13]([C:14]3[CH:19]=[CH:18][C:17]([C:20]([F:23])([F:22])[F:21])=[CH:16][CH:15]=3)[C:7]=2[CH2:6]1)(=[O:4])=[O:3]. The yield is 0.710. (2) The reactants are [Cl:1][S:2]([OH:5])(=O)=[O:3].[NH:6]1[C:14]2[C:9](=[CH:10][CH:11]=[CH:12][CH:13]=2)[CH2:8][C:7]1=[O:15]. The catalyst is O. The product is [Cl:1][S:2]([C:11]1[CH:10]=[C:9]2[C:14](=[CH:13][CH:12]=1)[NH:6][C:7](=[O:15])[CH2:8]2)(=[O:5])=[O:3]. The yield is 0.500. (3) The reactants are [F-].C[N+](C)(C)C.[CH3:7][C:8]([S@@:11](/[N:13]=[CH:14]/[C:15]1[N:16]=[C:17]2[CH:23]=[CH:22][N:21]([S:24]([C:27]3[CH:33]=[CH:32][C:30]([CH3:31])=[CH:29][CH:28]=3)(=[O:26])=[O:25])[C:18]2=[N:19][CH:20]=1)=[O:12])([CH3:10])[CH3:9].C[Si](C)(C)[C:36]([F:39])([F:38])[F:37].[NH4+].[Cl-]. The catalyst is C1COCC1.[Cl-].[Na+].O.CCOC(C)=O. The product is [CH3:10][C:8]([S@@:11]([NH:13][CH:14]([C:15]1[N:16]=[C:17]2[CH:23]=[CH:22][N:21]([S:24]([C:27]3[CH:28]=[CH:29][C:30]([CH3:31])=[CH:32][CH:33]=3)(=[O:25])=[O:26])[C:18]2=[N:19][CH:20]=1)[C:36]([F:39])([F:38])[F:37])=[O:12])([CH3:7])[CH3:9]. The yield is 0.990. (4) The reactants are [OH:1][CH:2]1[CH2:7][CH2:6][N:5]([C:8]([O:10][C:11]([CH3:14])([CH3:13])[CH3:12])=[O:9])[CH2:4][CH2:3]1.C(N(CC)CC)C.Cl[C:23]([O:25][C:26]1[CH:31]=[CH:30][C:29]([N+:32]([O-:34])=[O:33])=[CH:28][CH:27]=1)=[O:24]. The catalyst is C(Cl)Cl. The product is [N+:32]([C:29]1[CH:30]=[CH:31][C:26]([O:25][C:23]([O:1][CH:2]2[CH2:3][CH2:4][N:5]([C:8]([O:10][C:11]([CH3:14])([CH3:13])[CH3:12])=[O:9])[CH2:6][CH2:7]2)=[O:24])=[CH:27][CH:28]=1)([O-:34])=[O:33]. The yield is 0.580. (5) The reactants are [CH2:1]([O:4][C:5]1[C:10](Br)=[C:9]([Cl:12])[C:8]([CH2:13][C:14]2[CH:19]=[CH:18][C:17]([O:20][CH2:21][CH3:22])=[CH:16][CH:15]=2)=[CH:7][C:6]=1[CH:23]1[C@H:28]([O:29][CH2:30][C:31]2[CH:36]=[CH:35][CH:34]=[CH:33][CH:32]=2)[C@@H:27]([O:37][CH2:38][C:39]2[CH:44]=[CH:43][CH:42]=[CH:41][CH:40]=2)[C@H:26]([O:45][CH2:46][C:47]2[CH:52]=[CH:51][CH:50]=[CH:49][CH:48]=2)[C@@H:25]([CH2:53][O:54][CH2:55][C:56]2[CH:61]=[CH:60][CH:59]=[CH:58][CH:57]=2)[O:24]1)[CH:2]=[CH2:3].C([SnH](CCCC)CCCC)CCC.CC(N=NC(C#N)(C)C)(C#N)C. The catalyst is C1(C)C=CC=CC=1. The product is [Cl:12][C:9]1[C:10]2[CH:2]([CH3:3])[CH2:1][O:4][C:5]=2[C:6]([CH:23]2[C@H:28]([O:29][CH2:30][C:31]3[CH:32]=[CH:33][CH:34]=[CH:35][CH:36]=3)[C@@H:27]([O:37][CH2:38][C:39]3[CH:40]=[CH:41][CH:42]=[CH:43][CH:44]=3)[C@H:26]([O:45][CH2:46][C:47]3[CH:52]=[CH:51][CH:50]=[CH:49][CH:48]=3)[C@@H:25]([CH2:53][O:54][CH2:55][C:56]3[CH:57]=[CH:58][CH:59]=[CH:60][CH:61]=3)[O:24]2)=[CH:7][C:8]=1[CH2:13][C:14]1[CH:15]=[CH:16][C:17]([O:20][CH2:21][CH3:22])=[CH:18][CH:19]=1. The yield is 0.340. (6) The product is [C:1]([Si:5]([CH3:18])([CH3:17])[N:6]1[C:10]2=[N:11][CH:12]=[C:13]([CH2:15][OH:16])[CH:14]=[C:9]2[CH2:8][CH2:7]1)([CH3:4])([CH3:3])[CH3:2]. The yield is 0.240. The reactants are [C:1]([Si:5]([CH3:18])([CH3:17])[N:6]1[C:10]2=[N:11][CH:12]=[C:13]([CH:15]=[O:16])[CH:14]=[C:9]2[CH2:8][CH2:7]1)([CH3:4])([CH3:3])[CH3:2].[BH4-].[Na+]. The catalyst is CCO.